Task: Predict the reaction yield, written as a fraction of the theoretical maximum amount of product (1.0 means a 100% yield; for example, 0.34 means a 34% yield).. Dataset: Reaction yield outcomes from USPTO patents with 853,638 reactions (1) The reactants are [Cl:1][C:2]1[CH:7]=[CH:6][C:5]([O:8][CH:9]2[CH2:14][CH2:13][NH:12][CH2:11][CH2:10]2)=[CH:4][N:3]=1.CCN(CC)CC.[CH3:22][S:23](Cl)(=[O:25])=[O:24]. The catalyst is C(Cl)Cl. The product is [Cl:1][C:2]1[CH:7]=[CH:6][C:5]([O:8][CH:9]2[CH2:14][CH2:13][N:12]([S:23]([CH3:22])(=[O:25])=[O:24])[CH2:11][CH2:10]2)=[CH:4][N:3]=1. The yield is 0.510. (2) The reactants are ClC(Cl)(O[C:5](=[O:11])OC(Cl)(Cl)Cl)Cl.[N:13]1([C:19]2[C:20]3[N:34]=[N:33][N:32]([CH2:35][C:36]([F:39])([F:38])[F:37])[C:21]=3[N:22]=[C:23]([C:25]3[CH:31]=[CH:30][C:28]([NH2:29])=[CH:27][CH:26]=3)[N:24]=2)[CH2:18][CH2:17][O:16][CH2:15][CH2:14]1.[CH3:40][N:41]([CH3:49])[C:42]1[CH:47]=[CH:46][CH:45]=[CH:44][C:43]=1N.CC[N:52](CC)CC. The catalyst is C(Cl)(Cl)Cl. The product is [CH3:40][N:41]([CH3:49])[C:42]1[CH:47]=[CH:46][C:45]([NH:52][C:5]([NH:29][C:28]2[CH:30]=[CH:31][C:25]([C:23]3[N:24]=[C:19]([N:13]4[CH2:14][CH2:15][O:16][CH2:17][CH2:18]4)[C:20]4[N:34]=[N:33][N:32]([CH2:35][C:36]([F:38])([F:39])[F:37])[C:21]=4[N:22]=3)=[CH:26][CH:27]=2)=[O:11])=[CH:44][CH:43]=1. The yield is 0.160.